Dataset: Peptide-MHC class II binding affinity with 134,281 pairs from IEDB. Task: Regression. Given a peptide amino acid sequence and an MHC pseudo amino acid sequence, predict their binding affinity value. This is MHC class II binding data. (1) The peptide sequence is NKICTSKGDSARVTV. The MHC is HLA-DPA10103-DPB10301 with pseudo-sequence HLA-DPA10103-DPB10301. The binding affinity (normalized) is 0.0567. (2) The peptide sequence is EFPHSNGEIEDVQTD. The MHC is DRB1_1301 with pseudo-sequence DRB1_1301. The binding affinity (normalized) is 0. (3) The peptide sequence is SGLFQFFVFLALAGR. The MHC is H-2-IAb with pseudo-sequence H-2-IAb. The binding affinity (normalized) is 0. (4) The peptide sequence is RLTYQWHKEGSSIGK. The MHC is DRB1_0801 with pseudo-sequence DRB1_0801. The binding affinity (normalized) is 0.403. (5) The MHC is HLA-DPA10301-DPB10402 with pseudo-sequence HLA-DPA10301-DPB10402. The peptide sequence is EKKYFAATQFEPLAS. The binding affinity (normalized) is 0.824. (6) The peptide sequence is KSSKPLVGPFNFRFM. The MHC is HLA-DPA10103-DPB10201 with pseudo-sequence HLA-DPA10103-DPB10201. The binding affinity (normalized) is 0.290.